From a dataset of Reaction yield outcomes from USPTO patents with 853,638 reactions. Predict the reaction yield, written as a fraction of the theoretical maximum amount of product (1.0 means a 100% yield; for example, 0.34 means a 34% yield). (1) The reactants are Cl[C:2]1[N:7]=[C:6]([C:8]2[C:16]3[C:11](=[CH:12][CH:13]=[CH:14][CH:15]=3)[N:10]([S:17]([C:20]3[CH:25]=[CH:24][CH:23]=[CH:22][CH:21]=3)(=[O:19])=[O:18])[CH:9]=2)[C:5]([Cl:26])=[CH:4][N:3]=1.[CH:27]1([NH2:34])[CH2:32][CH2:31][CH2:30][CH:29]([NH2:33])[CH2:28]1.C(N(C(C)C)CC)(C)C. The catalyst is C(Cl)(Cl)Cl.CC(O)C. The product is [Cl:26][C:5]1[C:6]([C:8]2[C:16]3[C:11](=[CH:12][CH:13]=[CH:14][CH:15]=3)[N:10]([S:17]([C:20]3[CH:25]=[CH:24][CH:23]=[CH:22][CH:21]=3)(=[O:18])=[O:19])[CH:9]=2)=[N:7][C:2]([NH:33][CH:29]2[CH2:30][CH2:31][CH2:32][CH:27]([NH2:34])[CH2:28]2)=[N:3][CH:4]=1. The yield is 0.620. (2) The reactants are FC(F)(F)C(O)=O.[NH2:8][CH2:9][C:10]1[CH:14]=[N:13][N:12]([CH2:15][C@@H:16]2[C@H:19]([NH:20][C:21](=[O:30])[O:22][CH2:23][C:24]3[CH:29]=[CH:28][CH:27]=[CH:26][CH:25]=3)[C:18](=[O:31])[NH:17]2)[N:11]=1.CCN(C(C)C)C(C)C.[C:41]([O:45][C:46]([N:48]([CH2:63][CH:64]1[CH2:67][N:66]([C:68]([O:70][C:71]([CH3:74])([CH3:73])[CH3:72])=[O:69])[CH2:65]1)[C:49](N1C=CC=N1)=[N:50][C:51]([O:53][C:54]([CH3:57])([CH3:56])[CH3:55])=[O:52])=[O:47])([CH3:44])([CH3:43])[CH3:42]. The catalyst is O1CCOCC1. The product is [CH2:23]([O:22][C:21]([NH:20][C@@H:19]1[C:18](=[O:31])[NH:17][C@@H:16]1[CH2:15][N:12]1[N:11]=[C:10]([CH2:9][NH:8][C:49](=[N:50][C:51]([O:53][C:54]([CH3:57])([CH3:56])[CH3:55])=[O:52])[N:48]([CH2:63][CH:64]2[CH2:65][N:66]([C:68]([O:70][C:71]([CH3:72])([CH3:74])[CH3:73])=[O:69])[CH2:67]2)[C:46]([O:45][C:41]([CH3:44])([CH3:42])[CH3:43])=[O:47])[CH:14]=[N:13]1)=[O:30])[C:24]1[CH:29]=[CH:28][CH:27]=[CH:26][CH:25]=1. The yield is 0.690.